From a dataset of Forward reaction prediction with 1.9M reactions from USPTO patents (1976-2016). Predict the product of the given reaction. (1) Given the reactants [Br:1][C:2]1[CH:3]=[N:4][C:5]2[N:6]([N:8]=[C:9]([C:11]([OH:13])=O)[CH:10]=2)[CH:7]=1.[CH3:14][CH:15]1[C:24]2[C:19](=[CH:20][CH:21]=[N:22][CH:23]=2)[CH2:18][CH2:17][NH:16]1, predict the reaction product. The product is: [Br:1][C:2]1[CH:3]=[N:4][C:5]2[N:6]([N:8]=[C:9]([C:11]([N:16]3[CH2:17][CH2:18][C:19]4[C:24](=[CH:23][N:22]=[CH:21][CH:20]=4)[CH:15]3[CH3:14])=[O:13])[CH:10]=2)[CH:7]=1. (2) The product is: [F:21][C:2]([F:1])([C:6]1[CH:11]=[C:10]([C:12]2[CH:17]=[CH:16][N:15]=[CH:14][CH:13]=2)[CH:9]=[C:8]([N+:18]([O-:20])=[O:19])[CH:7]=1)[C:3]([O:5][C:6]([CH3:11])([CH3:7])[CH3:2])=[O:4]. Given the reactants [F:1][C:2]([F:21])([C:6]1[CH:11]=[C:10]([C:12]2[CH:17]=[CH:16][N:15]=[CH:14][CH:13]=2)[CH:9]=[C:8]([N+:18]([O-:20])=[O:19])[CH:7]=1)[C:3]([OH:5])=[O:4], predict the reaction product. (3) Given the reactants [CH2:1]([O:8][C:9]1[C:10]([C:25](O)=[O:26])=[N:11][N:12]2[C@@H:17]([C:18]3[CH:23]=[CH:22][CH:21]=[CH:20][CH:19]=3)[CH2:16][N:15]([CH3:24])[CH2:14][C:13]=12)[C:2]1[CH:7]=[CH:6][CH:5]=[CH:4][CH:3]=1.[F:28][C:29]1[CH:34]=[CH:33][C:32]([CH2:35][C:36]([NH:38][NH2:39])=[O:37])=[CH:31][CH:30]=1.FC1C=CC(CC(Cl)=O)=CC=1.NN.C(Cl)CCl.C1C=CC2N(O)N=NC=2C=1.C(N(CC)CC)C, predict the reaction product. The product is: [CH2:1]([O:8][C:9]1[C:10]([C:25]([N:38]([C:36](=[O:37])[CH2:35][C:32]2[CH:33]=[CH:34][C:29]([F:28])=[CH:30][CH:31]=2)[NH2:39])=[O:26])=[N:11][N:12]2[C@@H:17]([C:18]3[CH:19]=[CH:20][CH:21]=[CH:22][CH:23]=3)[CH2:16][N:15]([CH3:24])[CH2:14][C:13]=12)[C:2]1[CH:3]=[CH:4][CH:5]=[CH:6][CH:7]=1. (4) Given the reactants C([O:3][C:4](=[O:34])[C:5]1[CH:10]=[C:9]([N:11]2[C:15]([CH3:16])=[CH:14][CH:13]=[C:12]2[C:17]2[CH:22]=[C:21]([Cl:23])[CH:20]=[CH:19][C:18]=2[O:24][CH2:25][C:26]2[CH:31]=[CH:30][C:29]([O:32][CH3:33])=[CH:28][CH:27]=2)[CH:8]=[N:7][CH:6]=1)C.C(O)C, predict the reaction product. The product is: [Cl:23][C:21]1[CH:20]=[CH:19][C:18]([O:24][CH2:25][C:26]2[CH:27]=[CH:28][C:29]([O:32][CH3:33])=[CH:30][CH:31]=2)=[C:17]([C:12]2[N:11]([C:9]3[CH:8]=[N:7][CH:6]=[C:5]([CH:10]=3)[C:4]([OH:34])=[O:3])[C:15]([CH3:16])=[CH:14][CH:13]=2)[CH:22]=1.